Dataset: Forward reaction prediction with 1.9M reactions from USPTO patents (1976-2016). Task: Predict the product of the given reaction. (1) The product is: [C:1]([O:5][C:6]([N:8]1[CH2:12][CH2:11][C@@H:10]([C@@H:13]([OH:14])[CH:20]2[CH2:21][CH2:22][O:29][CH2:18][CH2:19]2)[CH2:9]1)=[O:7])([CH3:4])([CH3:3])[CH3:2]. Given the reactants [C:1]([O:5][C:6]([N:8]1[CH2:12][CH2:11][C@@H:10]([CH2:13][OH:14])[CH2:9]1)=[O:7])([CH3:4])([CH3:3])[CH3:2].C(Cl)Cl.[CH3:18][C:19]1(C)N([O])C(C)(C)[CH2:22][CH2:21][CH2:20]1.[O-:29]Cl.[Na+], predict the reaction product. (2) Given the reactants [OH:1][C:2]1[C:3]2[C:7]([CH:8]=[C:9]([C:11]([O:13][CH2:14][CH3:15])=[O:12])[CH:10]=1)=[N:6][N:5]([CH3:16])[CH:4]=2.Br[C:18]1[CH:28]=[CH:27][C:21]2[S:22](=[O:26])(=[O:25])[CH2:23][CH2:24][C:20]=2[CH:19]=1.C(=O)([O-])[O-].[Cs+].[Cs+].CC(C)(C(=O)CC(=O)C(C)(C)C)C, predict the reaction product. The product is: [O:25]=[S:22]1(=[O:26])[C:21]2[CH:27]=[CH:28][C:18]([O:1][C:2]3[C:3]4[C:7]([CH:8]=[C:9]([C:11]([O:13][CH2:14][CH3:15])=[O:12])[CH:10]=3)=[N:6][N:5]([CH3:16])[CH:4]=4)=[CH:19][C:20]=2[CH2:24][CH2:23]1. (3) The product is: [Cl:48][C:45]1[C:44]([NH:49][S:50]([C:53]2[CH:58]=[CH:57][C:56]([F:59])=[CH:55][C:54]=2[F:60])(=[O:52])=[O:51])=[CH:43][C:42]([C:2]2[CH:3]=[CH:4][C:5]3[N:6]=[CH:7][N:8]=[C:9]([N:12]4[CH2:17][CH2:16][O:15][CH2:14][CH2:13]4)[C:10]=3[N:11]=2)=[CH:47][N:46]=1. Given the reactants Cl[C:2]1[CH:3]=[CH:4][C:5]2[N:6]=[CH:7][N:8]=[C:9]([N:12]3[CH2:17][CH2:16][O:15][CH2:14][CH2:13]3)[C:10]=2[N:11]=1.B1(B2OC(C)(C)C(C)(C)O2)OC(C)(C)C(C)(C)O1.C([O-])(=O)C.[K+].Br[C:42]1[CH:43]=[C:44]([NH:49][S:50]([C:53]2[CH:58]=[CH:57][C:56]([F:59])=[CH:55][C:54]=2[F:60])(=[O:52])=[O:51])[C:45]([Cl:48])=[N:46][CH:47]=1.C(=O)(O)[O-].[Na+], predict the reaction product. (4) Given the reactants [F:1][C:2]1([F:37])[O:6][C:5]2[CH:7]=[CH:8][C:9]([C:11]3([C:14]([NH:16][C:17]4[N:22]=[C:21]([C:23]5[C:24](C(C)(C)C)=[C:25]([CH:29]=[CH:30][CH:31]=5)[C:26]([O-:28])=[O:27])[C:20]([CH3:36])=[CH:19][CH:18]=4)=[O:15])[CH2:13][CH2:12]3)=[CH:10][C:4]=2[O:3]1.O.Cl, predict the reaction product. The product is: [F:37][C:2]1([F:1])[O:6][C:5]2[CH:7]=[CH:8][C:9]([C:11]3([C:14]([NH:16][C:17]4[N:22]=[C:21]([C:23]5[CH:24]=[C:25]([CH:29]=[CH:30][CH:31]=5)[C:26]([OH:28])=[O:27])[C:20]([CH3:36])=[CH:19][CH:18]=4)=[O:15])[CH2:13][CH2:12]3)=[CH:10][C:4]=2[O:3]1.